Task: Predict the reaction yield, written as a fraction of the theoretical maximum amount of product (1.0 means a 100% yield; for example, 0.34 means a 34% yield).. Dataset: Reaction yield outcomes from USPTO patents with 853,638 reactions (1) The reactants are [Cl:1]N1C(=O)CCC1=O.[NH:9]1[CH:13]=[C:12]([C:14]([O:16][CH3:17])=[O:15])[N:11]=[CH:10]1. The catalyst is CC#N. The product is [Cl:1][C:13]1[N:9]=[CH:10][NH:11][C:12]=1[C:14]([O:16][CH3:17])=[O:15]. The yield is 0.160. (2) The reactants are [CH3:1][O:2][C:3]1[CH:8]=[CH:7][CH:6]=[CH:5][C:4]=1[C:9]1[CH:14]=[CH:13][C:12]([CH2:15][C:16](O)=[O:17])=[C:11]([N+:19]([O-])=O)[CH:10]=1. The catalyst is C(O)(=O)C.[Fe]. The product is [CH3:1][O:2][C:3]1[CH:8]=[CH:7][CH:6]=[CH:5][C:4]=1[C:9]1[CH:10]=[C:11]2[C:12]([CH2:15][C:16](=[O:17])[NH:19]2)=[CH:13][CH:14]=1. The yield is 0.690. (3) The reactants are [N+:1]([C:4]1[CH:9]=[CH:8][C:7]([C:10]2[CH:15]=[CH:14][C:13]([O:16][CH:17]3[CH:22]4[CH2:23][CH2:24][N:19]([CH2:20][CH2:21]4)[CH2:18]3)=[CH:12][CH:11]=2)=[CH:6][CH:5]=1)([O-])=O. The catalyst is CO.[Pd]. The product is [N:19]12[CH2:20][CH2:21][CH:22]([CH2:23][CH2:24]1)[CH:17]([O:16][C:13]1[CH:12]=[CH:11][C:10]([C:7]3[CH:8]=[CH:9][C:4]([NH2:1])=[CH:5][CH:6]=3)=[CH:15][CH:14]=1)[CH2:18]2. The yield is 0.650.